This data is from Full USPTO retrosynthesis dataset with 1.9M reactions from patents (1976-2016). The task is: Predict the reactants needed to synthesize the given product. (1) Given the product [C:11]([O:14][C@H:15]1[C@H:20]([O:21][C:22](=[O:24])[CH3:23])[C@@H:19]([O:25][C:26](=[O:28])[CH3:27])[C@H:18]([C:29]2[CH:34]=[CH:33][C:32]([Cl:35])=[C:31]([CH2:36][C:37]3[CH:38]=[CH:39][C:40]([CH2:43][CH:44]=[O:45])=[CH:41][CH:42]=3)[CH:30]=2)[O:17][C@@H:16]1[CH2:46][O:47][C:48](=[O:50])[CH3:49])(=[O:13])[CH3:12], predict the reactants needed to synthesize it. The reactants are: C(Cl)(=O)C(Cl)=O.CS(C)=O.[C:11]([O:14][C@H:15]1[C@H:20]([O:21][C:22](=[O:24])[CH3:23])[C@@H:19]([O:25][C:26](=[O:28])[CH3:27])[C@H:18]([C:29]2[CH:34]=[CH:33][C:32]([Cl:35])=[C:31]([CH2:36][C:37]3[CH:42]=[CH:41][C:40]([CH2:43][CH2:44][OH:45])=[CH:39][CH:38]=3)[CH:30]=2)[O:17][C@@H:16]1[CH2:46][O:47][C:48](=[O:50])[CH3:49])(=[O:13])[CH3:12].CCN(CC)CC. (2) Given the product [CH2:14]([O:1][CH2:2][C:3]([CH2:8][OH:9])([CH2:6][OH:7])[CH2:4][OH:5])[CH:13]=[CH2:12], predict the reactants needed to synthesize it. The reactants are: [OH:1][CH2:2][C:3]([CH2:8][OH:9])([CH2:6][OH:7])[CH2:4][OH:5].[OH-].[K+].[CH2:12](Br)[CH:13]=[CH2:14]. (3) Given the product [S:34]1[CH:35]=[CH:36][C:32]([CH2:31][NH:30][C:26]2[N:25]=[C:24]([C:23]3[C:18]4[C:19](=[N:20][C:15]([NH:14][CH:11]5[CH2:12][CH2:13][CH:8]([NH2:7])[CH2:9][CH2:10]5)=[N:16][CH:17]=4)[NH:21][N:22]=3)[CH:29]=[CH:28][N:27]=2)=[CH:33]1, predict the reactants needed to synthesize it. The reactants are: C(OC(=O)[NH:7][CH:8]1[CH2:13][CH2:12][CH:11]([NH:14][C:15]2[N:20]=[C:19]3[NH:21][N:22]=[C:23]([C:24]4[CH:29]=[CH:28][N:27]=[C:26]([NH:30][CH2:31][C:32]5[CH:36]=[CH:35][S:34][CH:33]=5)[N:25]=4)[C:18]3=[CH:17][N:16]=2)[CH2:10][CH2:9]1)(C)(C)C. (4) Given the product [C:8]([C:7]1[C:2]([NH:1][C:16](=[O:17])[O:15][C:11]([CH3:14])([CH3:13])[CH3:12])=[N:3][CH:4]=[CH:5][CH:6]=1)(=[O:10])[CH3:9], predict the reactants needed to synthesize it. The reactants are: [NH2:1][C:2]1[C:7]([C:8](=[O:10])[CH3:9])=[CH:6][CH:5]=[CH:4][N:3]=1.[C:11]([O:15][C:16](O[C:16]([O:15][C:11]([CH3:14])([CH3:13])[CH3:12])=[O:17])=[O:17])([CH3:14])([CH3:13])[CH3:12]. (5) Given the product [CH2:1]([O:8][CH2:9][CH:10]1[CH:18]([C:17]([NH:34][C:33]2[CH:35]=[CH:36][CH:37]=[C:31]([O:30][CH3:29])[CH:32]=2)=[O:28])[C:19]2[C:20](=[CH:24][CH:25]=[CH:26][CH:27]=2)[C:21](=[O:23])[N:16]1[CH2:15][CH2:14][O:13][CH3:12])[C:2]1[CH:3]=[CH:4][CH:5]=[CH:6][CH:7]=1, predict the reactants needed to synthesize it. The reactants are: [CH2:1]([O:8][CH2:9][CH:10]=O)[C:2]1[CH:7]=[CH:6][CH:5]=[CH:4][CH:3]=1.[CH3:12][O:13][CH2:14][CH2:15][NH2:16].[C:17]1(=[O:28])[O:23][C:21](=O)[C:20]2=[CH:24][CH:25]=[CH:26][CH:27]=[C:19]2[CH2:18]1.[CH3:29][O:30][C:31]1[CH:32]=[C:33]([CH:35]=[CH:36][CH:37]=1)[NH2:34]. (6) Given the product [NH2:23][C:21]1[N:20]=[CH:19][N:18]=[C:17]2[N:16]([CH:29]3[CH2:30][C:31]([C:33]([O:35][CH2:36][CH3:37])=[O:34])([C:38]([O:40][CH2:41][CH3:42])=[O:39])[CH2:32]3)[N:15]=[C:14]([C:11]3[CH:12]=[CH:13][C:8]([O:1][C:2]4[CH:7]=[CH:6][CH:5]=[CH:4][CH:3]=4)=[CH:9][CH:10]=3)[C:22]=12, predict the reactants needed to synthesize it. The reactants are: [O:1]([C:8]1[CH:13]=[CH:12][C:11]([C:14]2[C:22]3[C:17](=[N:18][CH:19]=[N:20][C:21]=3[NH2:23])[NH:16][N:15]=2)=[CH:10][CH:9]=1)[C:2]1[CH:7]=[CH:6][CH:5]=[CH:4][CH:3]=1.CS(O[CH:29]1[CH2:32][C:31]([C:38]([O:40][CH2:41][CH3:42])=[O:39])([C:33]([O:35][CH2:36][CH3:37])=[O:34])[CH2:30]1)(=O)=O.C(=O)([O-])[O-].[Cs+].[Cs+].O.